Dataset: Catalyst prediction with 721,799 reactions and 888 catalyst types from USPTO. Task: Predict which catalyst facilitates the given reaction. (1) Reactant: [C@@H:1]1([NH:10][C:11]2[C:12]3[CH:19]=[CH:18][N:17]([C@H:20]4[C@@:36](C)([OH:37])[C@@H:23]5[O:24]C(C6C=CC(OC)=CC=6)[O:26][CH2:27][C@@H:22]5[CH2:21]4)[C:13]=3[N:14]=[CH:15][N:16]=2)[C:9]2[C:4](=[CH:5][CH:6]=[CH:7][CH:8]=2)[CH2:3][CH2:2]1.N[C@@H]1C2C(=CC=CC=2)CC1.O.CC(O)=O. Product: [C@@H:1]1([NH:10][C:11]2[C:12]3[CH:19]=[CH:18][N:17]([C@@H:20]4[CH2:21][C@@H:22]([CH2:27][OH:26])[C@@H:23]([OH:24])[C@H:36]4[OH:37])[C:13]=3[N:14]=[CH:15][N:16]=2)[C:9]2[C:4](=[CH:5][CH:6]=[CH:7][CH:8]=2)[CH2:3][CH2:2]1. The catalyst class is: 1. (2) Reactant: [Cl:1][C:2]1[N:7]2[N:8]=[C:9]([CH2:11][CH2:12][CH3:13])[CH:10]=[C:6]2[N:5]=[C:4]([CH3:14])[C:3]=1[CH2:15][C:16]([O:18][CH3:19])=[O:17].[Li+].C[Si]([N-][Si](C)(C)C)(C)C.I[CH2:31][CH2:32][CH3:33]. Product: [Cl:1][C:2]1[N:7]2[N:8]=[C:9]([CH2:11][CH2:12][CH3:13])[CH:10]=[C:6]2[N:5]=[C:4]([CH3:14])[C:3]=1[CH:15]([CH2:31][CH2:32][CH3:33])[C:16]([O:18][CH3:19])=[O:17]. The catalyst class is: 3.